Dataset: Catalyst prediction with 721,799 reactions and 888 catalyst types from USPTO. Task: Predict which catalyst facilitates the given reaction. (1) Reactant: [C:1]([C:3]1[CH:8]=[CH:7][C:6]([S:9]([N:12]([CH3:16])[CH2:13][CH:14]=O)(=[O:11])=[O:10])=[CH:5][CH:4]=1)#[N:2].[C:17]([O:21][C:22]([N:24]1[CH2:31][CH:30]2[O:32][CH:26]([CH2:27][NH:28][CH2:29]2)[CH2:25]1)=[O:23])([CH3:20])([CH3:19])[CH3:18].C(O)(=O)C.[BH3-]C#N.[Na+]. Product: [C:17]([O:21][C:22]([N:24]1[CH2:25][CH:26]2[O:32][CH:30]([CH2:29][N:28]([CH2:14][CH2:13][N:12]([S:9]([C:6]3[CH:7]=[CH:8][C:3]([C:1]#[N:2])=[CH:4][CH:5]=3)(=[O:11])=[O:10])[CH3:16])[CH2:27]2)[CH2:31]1)=[O:23])([CH3:20])([CH3:18])[CH3:19]. The catalyst class is: 4. (2) Reactant: C([O:3][C:4](=[O:27])[CH2:5][CH2:6][C:7]1[CH:12]=[C:11]([F:13])[C:10]([O:14][CH2:15][C:16]2[C:17]([S:22][CH:23]([CH3:25])[CH3:24])=[N:18][CH:19]=[CH:20][CH:21]=2)=[C:9]([F:26])[CH:8]=1)C.[OH-].[Li+]. Product: [F:26][C:9]1[CH:8]=[C:7]([CH2:6][CH2:5][C:4]([OH:27])=[O:3])[CH:12]=[C:11]([F:13])[C:10]=1[O:14][CH2:15][C:16]1[C:17]([S:22][CH:23]([CH3:25])[CH3:24])=[N:18][CH:19]=[CH:20][CH:21]=1. The catalyst class is: 87. (3) Reactant: C([Li])CCC.Br[C:7]1[C:12]([CH3:13])=[CH:11][CH:10]=[CH:9][N:8]=1.CN(C)[CH:16]=[O:17]. Product: [CH3:13][C:12]1[C:7]([CH:16]=[O:17])=[N:8][CH:9]=[CH:10][CH:11]=1. The catalyst class is: 7. (4) Reactant: [CH2:1]([O:8][N:9]1[C:14]2[N:15]=[CH:16][N:17]=[C:18]([CH3:19])[C:13]=2[C:12]([NH:20][CH2:21][C:22]2[CH:36]=[CH:35][C:25]([CH2:26][NH:27]C(=O)OC(C)(C)C)=[CH:24][CH:23]=2)=[CH:11][C:10]1=[O:37])[C:2]1[CH:7]=[CH:6][CH:5]=[CH:4][CH:3]=1.[OH-].[Na+].C(Cl)(Cl)Cl. Product: [NH2:27][CH2:26][C:25]1[CH:35]=[CH:36][C:22]([CH2:21][NH:20][C:12]2[C:13]3[C:18]([CH3:19])=[N:17][CH:16]=[N:15][C:14]=3[N:9]([O:8][CH2:1][C:2]3[CH:7]=[CH:6][CH:5]=[CH:4][CH:3]=3)[C:10](=[O:37])[CH:11]=2)=[CH:23][CH:24]=1. The catalyst class is: 157. (5) Reactant: [NH2:1][C:2]1[CH:6]=[C:5]([C:7]2[CH:12]=[CH:11][N:10]=[CH:9][CH:8]=2)[S:4][C:3]=1[C:13]([OH:15])=O.[Cl-].[NH4+].C([N:20](CC)CC)C.ON1C2C=CC=CC=2N=N1.Cl.C(N=C=NCCCN(C)C)C.C(=O)([O-])O.[Na+]. Product: [NH2:1][C:2]1[CH:6]=[C:5]([C:7]2[CH:12]=[CH:11][N:10]=[CH:9][CH:8]=2)[S:4][C:3]=1[C:13]([NH2:20])=[O:15]. The catalyst class is: 3. (6) Reactant: [N+:1]([C:4]1[CH:5]=[CH:6][C:7](Cl)=[N:8][CH:9]=1)([O-:3])=[O:2].[NH:11]1[CH2:16][CH2:15][CH:14]([C:17]([NH2:19])=[O:18])[CH2:13][CH2:12]1.C(=O)([O-])[O-].[K+].[K+]. Product: [N+:1]([C:4]1[CH:5]=[CH:6][C:7]([N:11]2[CH2:16][CH2:15][CH:14]([C:17]([NH2:19])=[O:18])[CH2:13][CH2:12]2)=[N:8][CH:9]=1)([O-:3])=[O:2]. The catalyst class is: 38.